From a dataset of Catalyst prediction with 721,799 reactions and 888 catalyst types from USPTO. Predict which catalyst facilitates the given reaction. Reactant: [Cl:1][C:2]1[CH:3]=[C:4]([CH2:10][F:11])[C:5]([CH:8]=C)=[N:6][CH:7]=1.I([O-])(=O)(=O)=[O:13].[Na+]. Product: [Cl:1][C:2]1[CH:3]=[C:4]([CH2:10][F:11])[C:5]([CH:8]=[O:13])=[N:6][CH:7]=1. The catalyst class is: 822.